Task: Predict the product of the given reaction.. Dataset: Forward reaction prediction with 1.9M reactions from USPTO patents (1976-2016) (1) The product is: [OH:1][C:2]1[C:11]2[C:6](=[CH:7][C:8]([O:12][C:13]3[CH:18]=[CH:17][C:16]([O:19][CH3:20])=[CH:15][CH:14]=3)=[CH:9][CH:10]=2)[C:5]([CH3:21])=[N:4][C:3]=1[C:22]([NH:26][CH2:27][C:28]([OH:30])=[O:29])=[O:23]. Given the reactants [OH:1][C:2]1[C:11]2[C:6](=[CH:7][C:8]([O:12][C:13]3[CH:18]=[CH:17][C:16]([O:19][CH3:20])=[CH:15][CH:14]=3)=[CH:9][CH:10]=2)[C:5]([CH3:21])=[N:4][C:3]=1[C:22](OC)=[O:23].[NH2:26][CH2:27][C:28]([OH:30])=[O:29].C[O-].[Na+], predict the reaction product. (2) Given the reactants [H-].[Na+].[C:3]1([C:9]2[N:10]=[CH:11][NH:12][CH:13]=2)[CH:8]=[CH:7][CH:6]=[CH:5][CH:4]=1.[CH3:14][O:15][C:16](=[O:19])[CH2:17]Cl, predict the reaction product. The product is: [C:3]1([C:9]2[N:10]=[CH:11][N:12]([CH2:17][C:16]([O:15][CH3:14])=[O:19])[CH:13]=2)[CH:4]=[CH:5][CH:6]=[CH:7][CH:8]=1. (3) Given the reactants [OH:1][C:2]1[CH:3]=[C:4]([CH:7]=[CH:8][CH:9]=1)[CH:5]=[O:6].N1C=CC=CC=1.[C:16](Cl)(=[O:21])[C:17]([CH3:20])([CH3:19])[CH3:18], predict the reaction product. The product is: [C:16]([O:1][C:2]1[CH:9]=[CH:8][CH:7]=[C:4]([CH:5]=[O:6])[CH:3]=1)(=[O:21])[C:17]([CH3:20])([CH3:19])[CH3:18]. (4) Given the reactants [OH:1][C:2]1[C:3](=[O:16])[NH:4][N:5]=[C:6]([CH2:8][CH2:9][C:10]2[CH:15]=[CH:14][CH:13]=[CH:12]C=2)[CH:7]=1.C(OC1N=NC(CC2CCCCC2)=CC=1OCC1C=CC=CC=1)C1C=CC=CC=1, predict the reaction product. The product is: [CH:9]1([CH2:8][C:6]2[CH:7]=[C:2]([OH:1])[C:3](=[O:16])[NH:4][N:5]=2)[CH2:10][CH2:15][CH2:14][CH2:13][CH2:12]1. (5) Given the reactants O=C[CH2:3][C:4]([CH:6]1[CH2:10][CH2:9][CH2:8][N:7]1[C:11]([O:13]C(C)(C)C)=O)=O.[N+:18]([C:21]1[CH:29]=[CH:28][C:24]([C:25](O)=O)=[CH:23][CH:22]=1)([O-])=O.[NH:30]1[CH2:35][CH2:34][CH2:33][CH2:32][CH2:31]1.[NH2:36]/[C:37](/[CH2:44][CH2:45][C:46]1[CH:51]=[CH:50][C:49]([C:52]([F:55])([F:54])[F:53])=[CH:48][CH:47]=1)=[CH:38]\[C:39]([O:41][CH2:42][CH3:43])=[O:40].C(OC)(OC)OC.C(C1C(=O)C(Cl)=C(Cl)[C:67](=[O:68])[C:66]=1C#N)#N, predict the reaction product. The product is: [NH:7]([C:11]([NH:18][C:21]1[CH:29]=[CH:28][C:24]([C:25]2[C:66]3[C:67](=[O:68])[N:30]4[C@H:32]([C:31]=3[N:36]=[C:37]([CH2:44][CH2:45][C:46]3[CH:47]=[CH:48][C:49]([C:52]([F:53])([F:54])[F:55])=[CH:50][CH:51]=3)[C:38]=2[C:39]([O:41][CH2:42][CH3:43])=[O:40])[CH2:33][CH2:34][CH2:35]4)=[CH:23][CH:22]=1)=[O:13])[C:6]1[CH:4]=[CH:3][CH:8]=[CH:9][CH:10]=1. (6) Given the reactants [NH2:1][C:2]1[CH:11]=[CH:10][C:9](OC)=[CH:8][C:3]=1[C:4]([O:6][CH3:7])=[O:5].NC1C=CC([F:24])=CC=1C(O)=O, predict the reaction product. The product is: [NH2:1][C:2]1[CH:11]=[CH:10][C:9]([F:24])=[CH:8][C:3]=1[C:4]([O:6][CH3:7])=[O:5]. (7) Given the reactants [C:1]([C:4]1[CH:13]=[CH:12][C:7]([C:8]([O:10][CH3:11])=[O:9])=[CH:6][CH:5]=1)(=[O:3])[CH3:2].[Br:14]Br, predict the reaction product. The product is: [CH3:11][O:10][C:8](=[O:9])[C:7]1[CH:12]=[CH:13][C:4]([C:1](=[O:3])[CH2:2][Br:14])=[CH:5][CH:6]=1. (8) Given the reactants [CH3:1][C:2]1[CH:7]=[C:6]([N+:8]([O-])=O)[C:5]([O:11][CH2:12][CH3:13])=[CH:4][C:3]=1[N:14]1[CH2:19][CH2:18][N:17]([CH2:20][CH2:21][S:22]([CH3:25])(=[O:24])=[O:23])[CH2:16][CH2:15]1, predict the reaction product. The product is: [CH3:1][C:2]1[C:3]([N:14]2[CH2:15][CH2:16][N:17]([CH2:20][CH2:21][S:22]([CH3:25])(=[O:24])=[O:23])[CH2:18][CH2:19]2)=[CH:4][C:5]([O:11][CH2:12][CH3:13])=[C:6]([CH:7]=1)[NH2:8].